From a dataset of Peptide-MHC class I binding affinity with 185,985 pairs from IEDB/IMGT. Regression. Given a peptide amino acid sequence and an MHC pseudo amino acid sequence, predict their binding affinity value. This is MHC class I binding data. The MHC is HLA-B08:01 with pseudo-sequence HLA-B08:01. The binding affinity (normalized) is 0.230. The peptide sequence is RVRLSMLTV.